Dataset: Peptide-MHC class II binding affinity with 134,281 pairs from IEDB. Task: Regression. Given a peptide amino acid sequence and an MHC pseudo amino acid sequence, predict their binding affinity value. This is MHC class II binding data. The peptide sequence is ENVIDVKLVDANGKL. The MHC is HLA-DQA10401-DQB10402 with pseudo-sequence HLA-DQA10401-DQB10402. The binding affinity (normalized) is 0.0356.